The task is: Predict the reaction yield, written as a fraction of the theoretical maximum amount of product (1.0 means a 100% yield; for example, 0.34 means a 34% yield).. This data is from Reaction yield outcomes from USPTO patents with 853,638 reactions. (1) The reactants are [Cl:1][C:2]1[C:7]([CH:8]=[N:9]O)=[C:6]([Cl:11])[N:5]=[C:4]([NH:12][CH:13]2[CH2:15][CH2:14]2)[N:3]=1.O=P(Cl)(Cl)Cl. No catalyst specified. The product is [Cl:11][C:6]1[C:7]([C:8]#[N:9])=[C:2]([Cl:1])[N:3]=[C:4]([NH:12][CH:13]2[CH2:14][CH2:15]2)[N:5]=1. The yield is 0.540. (2) The reactants are C([C@H]1COC(C2C=CC=CN=2)=N1)(C)(C)C.[NH4+].F[P-](F)(F)(F)(F)F.[CH3:24][O:25][C:26]([C:28]1[CH:33]=[CH:32][C:31](B(O)O)=[CH:30][CH:29]=1)=[O:27].ClC(Cl)C.[OH:41][C:42]1[CH:51]=[C:50]2[C:45]([C:46](=[O:52])[CH:47]=[CH:48][O:49]2)=[CH:44][CH:43]=1.O. The catalyst is FC(F)(F)C(O[Pd]OC(=O)C(F)(F)F)=O.[Pd]. The product is [OH:41][C:42]1[CH:51]=[C:50]2[C:45]([C:46](=[O:52])[CH2:47][C@H:48]([C:31]3[CH:32]=[CH:33][C:28]([C:26]([O:25][CH3:24])=[O:27])=[CH:29][CH:30]=3)[O:49]2)=[CH:44][CH:43]=1. The yield is 0.666. (3) The reactants are [C:1]([NH2:9])(=[O:8])[C:2]1[CH:7]=[CH:6][CH:5]=[CH:4][CH:3]=1.C([O-])([O-])=O.[K+].[K+].[C@@H]1(N)CCCC[C@H]1N.Cl[C:25]1[CH:30]=[CH:29][C:28]([CH3:31])=[CH:27][CH:26]=1. The catalyst is [Cu]I. The product is [CH3:31][C:28]1[CH:29]=[CH:30][C:25]([NH:9][C:1](=[O:8])[C:2]2[CH:7]=[CH:6][CH:5]=[CH:4][CH:3]=2)=[CH:26][CH:27]=1. The yield is 0.950. (4) The catalyst is C(OCC)(=O)C. The reactants are [C:1]1([C@@H:7]([CH3:43])[CH2:8][NH:9][C:10](=[O:42])[C:11]2[CH:16]=[CH:15][C:14]([C:17]3[C:25]4[C:20](=[N:21][CH:22]=[N:23][C:24]=4[NH2:26])[N:19]([C@H:27]4[CH2:32][CH2:31][C@@H:30]([N:33]5[CH2:38][CH2:37][N:36]([CH3:39])[CH2:35][CH2:34]5)[CH2:29][CH2:28]4)[N:18]=3)=[CH:13][C:12]=2[O:40][CH3:41])[CH:6]=[CH:5][CH:4]=[CH:3][CH:2]=1.[C:44]([OH:51])(=[O:50])/[CH:45]=[CH:46]\[C:47]([OH:49])=[O:48]. The product is [C:44]([OH:51])(=[O:50])/[CH:45]=[CH:46]\[C:47]([OH:49])=[O:48].[C:44]([OH:51])(=[O:50])/[CH:45]=[CH:46]\[C:47]([OH:49])=[O:48].[C:1]1([C@@H:7]([CH3:43])[CH2:8][NH:9][C:10](=[O:42])[C:11]2[CH:16]=[CH:15][C:14]([C:17]3[C:25]4[C:20](=[N:21][CH:22]=[N:23][C:24]=4[NH2:26])[N:19]([C@H:27]4[CH2:32][CH2:31][C@@H:30]([N:33]5[CH2:38][CH2:37][N:36]([CH3:39])[CH2:35][CH2:34]5)[CH2:29][CH2:28]4)[N:18]=3)=[CH:13][C:12]=2[O:40][CH3:41])[CH:6]=[CH:5][CH:4]=[CH:3][CH:2]=1. The yield is 0.870. (5) The reactants are [F:1][C@@H:2]1[CH2:7][CH2:6][N:5]([C:8]([O:10][C:11]([CH3:14])([CH3:13])[CH3:12])=[O:9])[CH2:4][C@H:3]1[OH:15].[CH3:16][C:17]1[CH:22]=[CH:21][C:20]([S:23](Cl)(=[O:25])=[O:24])=[CH:19][CH:18]=1. The catalyst is N1C=CC=CC=1. The product is [F:1][C@@H:2]1[CH2:7][CH2:6][N:5]([C:8]([O:10][C:11]([CH3:12])([CH3:14])[CH3:13])=[O:9])[CH2:4][C@H:3]1[O:15][S:23]([C:20]1[CH:21]=[CH:22][C:17]([CH3:16])=[CH:18][CH:19]=1)(=[O:25])=[O:24]. The yield is 0.750. (6) The product is [F:1][C:2]1[CH:7]=[CH:6][C:5]([F:8])=[CH:4][C:3]=1[CH:9]([S:20]([C:23]1[CH:28]=[CH:27][C:26]([F:29])=[CH:25][CH:24]=1)(=[O:22])=[O:21])[C:10]1[C:11]([CH3:19])=[CH:12][C:13]([C:16]([N:30]2[CH2:35][CH2:34][O:33][CH2:32][CH2:31]2)=[O:17])=[N:14][CH:15]=1. The reactants are [F:1][C:2]1[CH:7]=[CH:6][C:5]([F:8])=[CH:4][C:3]=1[CH:9]([S:20]([C:23]1[CH:28]=[CH:27][C:26]([F:29])=[CH:25][CH:24]=1)(=[O:22])=[O:21])[C:10]1[C:11]([CH3:19])=[CH:12][C:13]([C:16](O)=[O:17])=[N:14][CH:15]=1.[NH:30]1[CH2:35][CH2:34][O:33][CH2:32][CH2:31]1.ON1C2C=CC=CC=2N=N1.Cl.C(N=C=NCCCN(C)C)C.CN1CCOCC1. The catalyst is C(Cl)Cl. The yield is 0.680. (7) The reactants are [Li+].[CH3:2][CH:3]([N-:5][CH:6]([CH3:8])[CH3:7])[CH3:4].I[C:10]1[CH:16]=[CH:15][C:13]([NH2:14])=[CH:12][CH:11]=1.[C:17]([O-:20])([O-])=O.[K+].[K+]. The catalyst is C1C=CC(P(C2C=CC=CC=2)[C-]2C=CC=C2)=CC=1.C1C=CC(P(C2C=CC=CC=2)[C-]2C=CC=C2)=CC=1.Cl[Pd]Cl.[Fe+2].CN(C=O)C. The product is [NH2:14][C:13]1[CH:15]=[CH:16][C:10]([C:11]2[N:5]([CH:6]3[CH2:8][CH2:7]3)[C:3]3[C:4]([C:12]=2[C:13]#[N:14])=[CH:10][CH:16]=[C:15]([O:20][CH3:17])[CH:2]=3)=[CH:11][CH:12]=1. The yield is 0.750. (8) The reactants are [F:1][C:2]([F:13])([F:12])[C:3]1[CH:4]=[C:5]([N:9]=[C:10]=[O:11])[CH:6]=[CH:7][CH:8]=1.[CH3:14][C@@H:15]1[NH:20][CH2:19][CH2:18][N:17]([CH2:21][CH2:22][CH2:23][N:24]2[CH2:29][CH2:28][CH2:27][CH2:26][CH2:25]2)[C:16]1=[O:30]. The catalyst is C(#N)C. The product is [F:1][C:2]([F:12])([F:13])[C:3]1[CH:4]=[C:5]([NH:9][C:10]([N:20]2[CH2:19][CH2:18][N:17]([CH2:21][CH2:22][CH2:23][N:24]3[CH2:25][CH2:26][CH2:27][CH2:28][CH2:29]3)[C:16](=[O:30])[C@@H:15]2[CH3:14])=[O:11])[CH:6]=[CH:7][CH:8]=1. The yield is 0.860. (9) The reactants are [H-].[Na+].[Br:3][C:4]1[C:5]([C:10]2[CH:15]=[CH:14][C:13]([F:16])=[CH:12][CH:11]=2)=[N:6][N:7]([OH:9])[CH:8]=1.Br[CH:18]([CH3:20])[CH3:19]. The catalyst is CN(C=O)C. The product is [Br:3][C:4]1[C:5]([C:10]2[CH:15]=[CH:14][C:13]([F:16])=[CH:12][CH:11]=2)=[N:6][N:7]([O:9][CH:18]([CH3:20])[CH3:19])[CH:8]=1. The yield is 0.137.